This data is from Catalyst prediction with 721,799 reactions and 888 catalyst types from USPTO. The task is: Predict which catalyst facilitates the given reaction. (1) Reactant: [CH2:1]([C:8]#[N:9])[C:2]1[CH:7]=[CH:6][CH:5]=[CH:4][CH:3]=1.Cl.[NH2:11][C:12]1[CH:17]=[CH:16][CH:15]=[CH:14][C:13]=1N.O. Product: [CH2:1]([C:8]1[NH:9][C:13]2[CH:14]=[CH:15][CH:16]=[CH:17][C:12]=2[N:11]=1)[C:2]1[CH:7]=[CH:6][CH:5]=[CH:4][CH:3]=1. The catalyst class is: 5. (2) Reactant: C(O[CH2:5][C:6]1[CH:11]=[C:10]([C:12]([O:14][CH3:15])=[O:13])[CH:9]=[CH:8][C:7]=1[C:16]1[CH:21]=[CH:20][CH:19]=[CH:18][C:17]=1[CH3:22])(=O)C.C[CH2:24][N:25](C(C)C)[CH:26](C)C.CS(Cl)(=O)=O.CNC. Product: [CH3:24][N:25]([CH2:5][C:6]1[CH:11]=[C:10]([C:12]([O:14][CH3:15])=[O:13])[CH:9]=[CH:8][C:7]=1[C:16]1[CH:21]=[CH:20][CH:19]=[CH:18][C:17]=1[CH3:22])[CH3:26]. The catalyst class is: 2. (3) Reactant: [CH:1]([C@:4]1([C:24]([OH:26])=O)[CH2:8][CH2:7][C@@H:6]([N:9]([C@H:16]2[CH2:21][CH2:20][O:19][CH2:18][C@H:17]2[O:22][CH3:23])C(=O)C(F)(F)F)[CH2:5]1)([CH3:3])[CH3:2].C(Cl)(=O)C(Cl)=O.[OH:33][C@H:34]1[C@@H:38]2[NH:39][CH2:40][C@H:35]1[N:36]([C:41]([O:43][C:44]([CH3:47])([CH3:46])[CH3:45])=[O:42])[CH2:37]2.CCN(CC)CC.[OH-].[Na+]. Product: [OH:33][C@H:34]1[C@@H:38]2[N:39]([C:24]([C@@:4]3([CH:1]([CH3:2])[CH3:3])[CH2:8][CH2:7][CH:6]([NH:9][CH:16]4[CH2:21][CH2:20][O:19][CH2:18][CH:17]4[O:22][CH3:23])[CH2:5]3)=[O:26])[CH2:40][C@H:35]1[N:36]([C:41]([O:43][C:44]([CH3:47])([CH3:46])[CH3:45])=[O:42])[CH2:37]2. The catalyst class is: 59.